From a dataset of Reaction yield outcomes from USPTO patents with 853,638 reactions. Predict the reaction yield, written as a fraction of the theoretical maximum amount of product (1.0 means a 100% yield; for example, 0.34 means a 34% yield). (1) The reactants are [N:1]1[CH:6]=[CH:5][CH:4]=[C:3]([NH:7][C:8](=[O:15])OCC(Cl)(Cl)Cl)[CH:2]=1.Cl.Cl.[F:18][C:19]1[CH:20]=[C:21]([C:26]2[CH:31]=[CH:30][N:29]=[C:28]([N:32]3[CH2:37][CH2:36][NH:35][CH2:34][CH2:33]3)[N:27]=2)[CH:22]=[C:23]([F:25])[CH:24]=1. The catalyst is O1CCCC1.CCCCCC. The product is [F:25][C:23]1[CH:22]=[C:21]([C:26]2[CH:31]=[CH:30][N:29]=[C:28]([N:32]3[CH2:37][CH2:36][N:35]([C:8]([NH:7][C:3]4[CH:2]=[N:1][CH:6]=[CH:5][CH:4]=4)=[O:15])[CH2:34][CH2:33]3)[N:27]=2)[CH:20]=[C:19]([F:18])[CH:24]=1. The yield is 0.640. (2) The reactants are [S:1]1[CH:5]=[CH:4][CH:3]=[C:2]1[CH:6]=[O:7].C(=O)([O-])[O-].[K+].[K+].[F:14][C:15]([Si](C)(C)C)([F:17])[F:16]. The catalyst is O1CCCC1.CN(C)C=O. The product is [F:14][C:15]([F:17])([F:16])[CH:6]([C:2]1[S:1][CH:5]=[CH:4][CH:3]=1)[OH:7]. The yield is 0.780. (3) The reactants are S(Cl)(Cl)=O.[Br:5][CH2:6][C@@:7]([OH:12])([CH3:11])[C:8](O)=[O:9].[N+:13]([C:16]1[CH:22]=[CH:21][C:19]([NH2:20])=[CH:18][C:17]=1[C:23]([F:26])([F:25])[F:24])([O-:15])=[O:14]. The catalyst is CC(N(C)C)=O. The product is [N+:13]([C:16]1[CH:22]=[CH:21][C:19]([NH:20][C:8](=[O:9])[C@:7]([OH:12])([CH3:11])[CH2:6][Br:5])=[CH:18][C:17]=1[C:23]([F:24])([F:25])[F:26])([O-:15])=[O:14]. The yield is 0.800. (4) The reactants are C([C:4]1[CH:9]=[CH:8][C:7]([O:10][CH3:11])=[CH:6][C:5]=1[F:12])(=O)C.C[OH:14]. The catalyst is N. The product is [F:12][C:5]1[CH:6]=[C:7]([O:10][CH3:11])[CH:8]=[CH:9][C:4]=1[OH:14]. The yield is 0.940. (5) The reactants are [Cl:1][C:2]1[CH:7]=[CH:6][C:5](B(O)O)=[CH:4][CH:3]=1.Cl[C:12]1[C:17]([CH2:18][OH:19])=[CH:16][CH:15]=[CH:14][N:13]=1.C(=O)(O)[O-].[Na+].O1CCOCC1. The catalyst is O.C1C=CC(P(C2C=CC=CC=2)[C-]2C=CC=C2)=CC=1.C1C=CC(P(C2C=CC=CC=2)[C-]2C=CC=C2)=CC=1.Cl[Pd]Cl.[Fe+2]. The product is [Cl:1][C:2]1[CH:7]=[CH:6][C:5]([C:12]2[C:17]([CH2:18][OH:19])=[CH:16][CH:15]=[CH:14][N:13]=2)=[CH:4][CH:3]=1. The yield is 0.650. (6) No catalyst specified. The product is [NH2:1][C:2]1[C:11]2[C:6](=[C:7]([C:22]3[CH:23]=[N:24][C:25]([O:26][CH3:27])=[C:20]([F:19])[CH:21]=3)[CH:8]=[CH:9][CH:10]=2)[N:5]=[N:4][C:3]=1[C:13]([NH:15][CH:16]1[CH2:18][CH2:17]1)=[O:14]. The yield is 0.880. The reactants are [NH2:1][C:2]1[C:11]2[C:6](=[C:7](Br)[CH:8]=[CH:9][CH:10]=2)[N:5]=[N:4][C:3]=1[C:13]([NH:15][CH:16]1[CH2:18][CH2:17]1)=[O:14].[F:19][C:20]1[CH:21]=[C:22](B(O)O)[CH:23]=[N:24][C:25]=1[O:26][CH3:27].